From a dataset of Reaction yield outcomes from USPTO patents with 853,638 reactions. Predict the reaction yield, written as a fraction of the theoretical maximum amount of product (1.0 means a 100% yield; for example, 0.34 means a 34% yield). (1) The reactants are [CH:1]([NH:4][C:5]1[CH:6]=[C:7]2[CH:13]=[CH:12][NH:11][C:8]2=[N:9][CH:10]=1)([CH3:3])[CH3:2].C1C(=O)N([I:21])C(=O)C1. The catalyst is C(Cl)Cl.CCOCC. The product is [I:21][C:13]1[C:7]2[C:8](=[N:9][CH:10]=[C:5]([NH:4][CH:1]([CH3:3])[CH3:2])[CH:6]=2)[NH:11][CH:12]=1. The yield is 0.700. (2) The reactants are [CH3:1][C:2]1[N:7]=[C:6]([C@H:8]([O:10]S(C)(=O)=O)[CH3:9])[CH:5]=[CH:4][CH:3]=1.CC1N=C([C@H](O)C)C=CC=1.C(N(CC)CC)C.CS(Cl)(=O)=O. The catalyst is C(Cl)Cl. The product is [CH3:1][C:2]1[N:7]=[C:6]([CH:8]([OH:10])[CH3:9])[CH:5]=[CH:4][CH:3]=1. The yield is 1.00.